From a dataset of Full USPTO retrosynthesis dataset with 1.9M reactions from patents (1976-2016). Predict the reactants needed to synthesize the given product. (1) Given the product [C:1]([C:3]1[C:4]([O:28][CH3:29])=[C:5]([CH:10]2[O:27][CH2:25][C@@H:13]3[CH2:14][N:15]([C:18]([O:20][C:21]([CH3:22])([CH3:24])[CH3:23])=[O:19])[CH2:16][CH2:17][N:12]3[CH2:11]2)[CH:6]=[CH:7][C:8]=1[F:9])#[N:2], predict the reactants needed to synthesize it. The reactants are: [C:1]([C:3]1[C:4]([O:28][CH3:29])=[C:5]([CH:10]([OH:27])[CH2:11][N:12]2[CH2:17][CH2:16][N:15]([C:18]([O:20][C:21]([CH3:24])([CH3:23])[CH3:22])=[O:19])[CH2:14][C@H:13]2[CH2:25]O)[CH:6]=[CH:7][C:8]=1[F:9])#[N:2].C(C=P(CCCC)(CCCC)CCCC)#N. (2) Given the product [CH:1]([C:3]1[CH:8]=[CH:7][C:6]([C:13]2[N:18]=[C:17]([NH2:19])[N:16]=[C:15]([NH:20][CH3:21])[CH:14]=2)=[CH:5][CH:4]=1)=[CH2:2], predict the reactants needed to synthesize it. The reactants are: [CH:1]([C:3]1[CH:8]=[CH:7][C:6](B(O)O)=[CH:5][CH:4]=1)=[CH2:2].I[C:13]1[N:18]=[C:17]([NH2:19])[N:16]=[C:15]([NH:20][CH3:21])[CH:14]=1.